Dataset: Full USPTO retrosynthesis dataset with 1.9M reactions from patents (1976-2016). Task: Predict the reactants needed to synthesize the given product. (1) The reactants are: [Br:1][C:2]1[CH:3]=[C:4]([CH:7]=[CH:8][C:9]=1[O:10][Si:11]([C:14]([CH3:17])([CH3:16])[CH3:15])([CH3:13])[CH3:12])[CH:5]=[O:6]. Given the product [Br:1][C:2]1[CH:3]=[C:4]([CH2:5][OH:6])[CH:7]=[CH:8][C:9]=1[O:10][Si:11]([C:14]([CH3:15])([CH3:16])[CH3:17])([CH3:13])[CH3:12], predict the reactants needed to synthesize it. (2) Given the product [CH3:1][N:2]([CH2:13][C:14]1[N:18]([CH2:19][C@H:20]2[CH2:25][CH2:24][CH2:23][N:22]([CH2:26][C@@H:27]3[CH2:31][CH2:30][CH2:29][N:28]3[CH3:36])[CH2:21]2)[C:17]2[CH:32]=[CH:33][CH:34]=[CH:35][C:16]=2[N:15]=1)[C@@H:3]1[C:12]2[N:11]=[CH:10][CH:9]=[CH:8][C:7]=2[CH2:6][CH2:5][CH2:4]1, predict the reactants needed to synthesize it. The reactants are: [CH3:1][N:2]([CH2:13][C:14]1[N:18]([CH2:19][C@H:20]2[CH2:25][CH2:24][CH2:23][N:22]([CH2:26][C@@H:27]3[CH2:31][CH2:30][CH2:29][NH:28]3)[CH2:21]2)[C:17]2[CH:32]=[CH:33][CH:34]=[CH:35][C:16]=2[N:15]=1)[C@@H:3]1[C:12]2[N:11]=[CH:10][CH:9]=[CH:8][C:7]=2[CH2:6][CH2:5][CH2:4]1.[CH3:36]N(CC1N(CC2CCCN(C)C2)C2C=CC=CC=2N=1)C1C2N=CC=CC=2CCC1. (3) The reactants are: [O:1]1[CH2:6][CH2:5][CH:4]([C:7]([C:9]2[S:13][C:12]([NH2:14])=[N:11][C:10]=2[C:15]2[O:16][CH:17]=[CH:18][CH:19]=2)=[O:8])[CH2:3][CH2:2]1.[CH3:20][N:21]([CH3:31])[C:22]1[CH:23]=[C:24]([CH:28]=[CH:29][CH:30]=1)[C:25](O)=[O:26].CCN=C=NCCCN(C)C.Cl.O.ON1C2C=CC=CC=2N=N1. Given the product [CH3:20][N:21]([CH3:31])[C:22]1[CH:23]=[C:24]([CH:28]=[CH:29][CH:30]=1)[C:25]([NH:14][C:12]1[S:13][C:9]([C:7]([CH:4]2[CH2:5][CH2:6][O:1][CH2:2][CH2:3]2)=[O:8])=[C:10]([C:15]2[O:16][CH:17]=[CH:18][CH:19]=2)[N:11]=1)=[O:26], predict the reactants needed to synthesize it. (4) Given the product [OH:12][C:5]1[CH:4]=[C:3]([O:2][CH3:1])[C:8]([CH2:25][CH:20]=[C:19]([CH3:22])[CH3:21])=[CH:7][C:6]=1[C:9](=[O:11])[CH3:10], predict the reactants needed to synthesize it. The reactants are: [CH3:1][O:2][C:3]1[CH:8]=[CH:7][C:6]([C:9](=[O:11])[CH3:10])=[C:5]([O:12]CC=C(C)C)[CH:4]=1.Cl.[C:19](OC)([CH3:22])([CH3:21])[CH3:20].[CH2:25](N(CC)C1C=CC=CC=1)C. (5) The reactants are: [Si]([O:8][CH2:9][C:10]1[CH:11]=[C:12]([CH2:17][CH:18]([O:24][CH:25]([CH3:27])C)[C:19]([O:21][CH2:22][CH3:23])=[O:20])[CH:13]=[CH:14][C:15]=1[F:16])(C(C)(C)C)(C)C.[F-].[CH2:29]([N+](CCCC)(CCCC)CCCC)CCC. Given the product [F:16][C:15]1[CH:14]=[CH:13][C:12]([CH2:17][CH:18]([O:24][CH2:25][CH2:27][CH3:29])[C:19]([O:21][CH2:22][CH3:23])=[O:20])=[CH:11][C:10]=1[CH2:9][OH:8], predict the reactants needed to synthesize it.